This data is from Reaction yield outcomes from USPTO patents with 853,638 reactions. The task is: Predict the reaction yield, written as a fraction of the theoretical maximum amount of product (1.0 means a 100% yield; for example, 0.34 means a 34% yield). (1) The reactants are COC1C=C(OC)C=CC=1C[N:6]([C:32]1[CH:37]=[CH:36][N:35]=[CH:34][N:33]=1)[S:7]([C:10]1[CH:15]=[C:14]([F:16])[C:13]([O:17][C@H:18]2[CH2:22][C@@H:21]([O:23][CH3:24])[CH2:20][C@@H:19]2[C:25]2[N:29]([CH3:30])[N:28]=[CH:27][CH:26]=2)=[CH:12][C:11]=1[F:31])(=[O:9])=[O:8].C([SiH](CC)CC)C.FC(F)(F)C(O)=O. The catalyst is ClCCl. The product is [F:31][C:11]1[CH:12]=[C:13]([O:17][C@H:18]2[CH2:22][C@@H:21]([O:23][CH3:24])[CH2:20][C@@H:19]2[C:25]2[N:29]([CH3:30])[N:28]=[CH:27][CH:26]=2)[C:14]([F:16])=[CH:15][C:10]=1[S:7]([NH:6][C:32]1[CH:37]=[CH:36][N:35]=[CH:34][N:33]=1)(=[O:8])=[O:9]. The yield is 0.880. (2) The reactants are [CH2:1]([O:3][C:4](=[O:26])[CH2:5][CH:6]([N:13]1[C:21]2[C:16](=[CH:17][C:18]([O:22][CH2:23][CH2:24][OH:25])=[CH:19][CH:20]=2)[CH:15]=[CH:14]1)[C:7]1[CH:12]=[CH:11][CH:10]=[CH:9][CH:8]=1)[CH3:2].O[N:28]1[C:32](=[O:33])[C:31]2=[CH:34][CH:35]=[CH:36][CH:37]=[C:30]2[C:29]1=[O:38].C1(P(C2C=CC=CC=2)C2C=CC=CC=2)C=CC=CC=1.CC(OC(/N=N/C(OC(C)C)=O)=O)C. The catalyst is O1CCCC1. The product is [CH2:1]([O:3][C:4](=[O:26])[CH2:5][CH:6]([N:13]1[C:21]2[C:16](=[CH:17][C:18]([O:22][CH2:23][CH2:24][O:25][N:28]3[C:32](=[O:33])[C:31]4[C:30](=[CH:37][CH:36]=[CH:35][CH:34]=4)[C:29]3=[O:38])=[CH:19][CH:20]=2)[CH:15]=[CH:14]1)[C:7]1[CH:8]=[CH:9][CH:10]=[CH:11][CH:12]=1)[CH3:2]. The yield is 0.960.